The task is: Predict the reaction yield, written as a fraction of the theoretical maximum amount of product (1.0 means a 100% yield; for example, 0.34 means a 34% yield).. This data is from Reaction yield outcomes from USPTO patents with 853,638 reactions. (1) The reactants are [Cl:1][C:2]1[CH:7]=[CH:6][C:5]([C:8]2[C:12]3[CH2:13][N:14]([C:17](=[O:19])[CH3:18])[CH2:15][CH2:16][C:11]=3[N:10]([CH2:20][CH:21]3[CH2:23][O:22]3)[N:9]=2)=[CH:4][C:3]=1[N+:24]([O-:26])=[O:25].[O-]S(C(F)(F)F)(=O)=O.[Yb+3].[O-]S(C(F)(F)F)(=O)=O.[O-]S(C(F)(F)F)(=O)=O.[CH3:52][C:53]1[CH:58]=[CH:57][CH:56]=[CH:55][C:54]=1[N:59]1[CH2:64][CH2:63][NH:62][CH2:61][CH2:60]1. The catalyst is ClCCl.O. The product is [Cl:1][C:2]1[CH:7]=[CH:6][C:5]([C:8]2[C:12]3[CH2:13][N:14]([C:17](=[O:19])[CH3:18])[CH2:15][CH2:16][C:11]=3[N:10]([CH2:20][CH:21]([OH:22])[CH2:23][N:62]3[CH2:63][CH2:64][N:59]([C:54]4[CH:55]=[CH:56][CH:57]=[CH:58][C:53]=4[CH3:52])[CH2:60][CH2:61]3)[N:9]=2)=[CH:4][C:3]=1[N+:24]([O-:26])=[O:25]. The yield is 0.900. (2) The reactants are Cl[C:2]1[C:11]2[C:6](=[CH:7][C:8]([O:14][CH2:15][CH2:16][CH2:17][N:18]3[CH2:23][CH2:22][N:21]([CH3:24])[CH2:20][CH2:19]3)=[C:9]([O:12][CH3:13])[CH:10]=2)[N:5]=[CH:4][N:3]=1.[F:25][C:26]1[C:34]([OH:35])=[CH:33][CH:32]=[C:31]2[C:27]=1[CH:28]=[CH:29][NH:30]2.C(=O)([O-])[O-].[K+].[K+]. The catalyst is CN(C=O)C. The product is [F:25][C:26]1[C:34]([O:35][C:2]2[C:11]3[C:6](=[CH:7][C:8]([O:14][CH2:15][CH2:16][CH2:17][N:18]4[CH2:23][CH2:22][N:21]([CH3:24])[CH2:20][CH2:19]4)=[C:9]([O:12][CH3:13])[CH:10]=3)[N:5]=[CH:4][N:3]=2)=[CH:33][CH:32]=[C:31]2[C:27]=1[CH:28]=[CH:29][NH:30]2. The yield is 0.420. (3) The reactants are C(OC[C@H:10]1[C@@H:14]([O:15][Si:16]([C:19]([CH3:22])([CH3:21])[CH3:20])([CH3:18])[CH3:17])[CH2:13][C@H:12]([NH:23][CH:24]2[N:29]([C@@H:30]3[C:38]4[C:33](=[CH:34][CH:35]=[CH:36][CH:37]=4)[CH2:32][C@@H:31]3[O:39][CH3:40])[C:28]([NH2:41])=[N:27][C:26](Cl)=[N:25]2)[CH2:11]1)C1C=CC=CC=1.[C:43]([O-:46])(O)=O.[Na+]. The catalyst is CO.C(Cl)Cl.[Pd]. The product is [Si:16]([O:15][C@H:14]1[CH2:13][C@H:12]([NH:23][C:24]2[N:41]=[C:28]([NH:29][C@@H:30]3[C:38]4[C:33](=[CH:34][CH:35]=[CH:36][CH:37]=4)[CH2:32][C@@H:31]3[O:39][CH3:40])[N:27]=[CH:26][N:25]=2)[CH2:11][C@H:10]1[CH2:43][OH:46])([C:19]([CH3:21])([CH3:20])[CH3:22])([CH3:18])[CH3:17]. The yield is 0.570. (4) The reactants are [Cl-].[CH2:2]([O:4][C:5]([CH2:7][C:8](=[O:29])[CH2:9][P+:10]([C:23]1[CH:28]=[CH:27][CH:26]=[CH:25][CH:24]=1)([C:17]1[CH:22]=[CH:21][CH:20]=[CH:19][CH:18]=1)[C:11]1[CH:16]=[CH:15][CH:14]=[CH:13][CH:12]=1)=[O:6])[CH3:3].C(=O)([O-])[O-].[Na+].[Na+]. The catalyst is O. The product is [CH2:2]([O:4][C:5]([CH2:7][C:8](=[O:29])[CH:9]=[P:10]([C:23]1[CH:28]=[CH:27][CH:26]=[CH:25][CH:24]=1)([C:11]1[CH:12]=[CH:13][CH:14]=[CH:15][CH:16]=1)[C:17]1[CH:22]=[CH:21][CH:20]=[CH:19][CH:18]=1)=[O:6])[CH3:3]. The yield is 0.930. (5) The reactants are [OH:1][CH2:2][C:3]1[C:12]([C:13]2[CH:18]=[CH:17][C:16]([O:19][CH2:20][O:21][CH3:22])=[CH:15][C:14]=2[O:23][CH3:24])=[CH:11][CH:10]=[C:9]2[C:4]=1[C:5]([CH3:27])=[CH:6][C:7]([CH3:26])([CH3:25])[NH:8]2.C[C:29]1[CH:37]=[CH:36][CH:35]=[CH:34][C:30]=1[C:31]([OH:33])=O.[CH2:38](P(CCCC)CCCC)CCC.N(C(N1CCCCC1)=O)=NC(N1CCCCC1)=O. The catalyst is C1C=CC=CC=1.CCCCCC. The product is [CH3:24][O:23][C:14]1[CH:15]=[C:16]([O:19][CH2:20][O:21][CH3:22])[CH:17]=[CH:18][C:13]=1[C:12]1[C:3]([CH2:2][O:1][C:31](=[O:33])[C:30]2[CH:29]=[CH:37][C:36]([CH3:38])=[CH:35][CH:34]=2)=[C:4]2[C:9](=[CH:10][CH:11]=1)[NH:8][C:7]([CH3:26])([CH3:25])[CH:6]=[C:5]2[CH3:27]. The yield is 0.730.